Predict the product of the given reaction. From a dataset of Forward reaction prediction with 1.9M reactions from USPTO patents (1976-2016). (1) Given the reactants [OH-].[Na+].C[O:4][C:5](=[O:35])[CH2:6][O:7][C:8]1[CH:17]=[CH:16][C:15]2[C:10](=[CH:11][CH:12]=[C:13]([CH2:18][NH:19][C:20]([C:22]3[CH:26]=[C:25]([C:27]4[CH:32]=[CH:31][C:30]([Cl:33])=[CH:29][CH:28]=4)[O:24][C:23]=3[CH3:34])=[O:21])[CH:14]=2)[CH:9]=1.O.Cl, predict the reaction product. The product is: [Cl:33][C:30]1[CH:29]=[CH:28][C:27]([C:25]2[O:24][C:23]([CH3:34])=[C:22]([C:20]([NH:19][CH2:18][C:13]3[CH:14]=[C:15]4[C:10](=[CH:11][CH:12]=3)[CH:9]=[C:8]([O:7][CH2:6][C:5]([OH:35])=[O:4])[CH:17]=[CH:16]4)=[O:21])[CH:26]=2)=[CH:32][CH:31]=1. (2) Given the reactants [F:1][C:2]1[CH:3]=[C:4]2[C:8](=[CH:9][C:10]=1[NH2:11])[NH:7][C:6](=[O:12])[CH2:5]2.N1CCCCC1.Cl[C:20]([C:22]([O:25][C:26](=[O:28])[CH3:27])([CH3:24])[CH3:23])=[O:21], predict the reaction product. The product is: [F:1][C:2]1[CH:3]=[C:4]2[C:8](=[CH:9][C:10]=1[NH:11][C:20]([C:22]([O:25][C:26](=[O:28])[CH3:27])([CH3:24])[CH3:23])=[O:21])[NH:7][C:6](=[O:12])[CH2:5]2. (3) Given the reactants [CH3:1][C:2]1[N:7]=[C:6]([C:8]2[CH:13]=[CH:12][CH:11]=[C:10]([C:14]3[CH:15]=[C:16]([S:20](Cl)(=[O:22])=[O:21])[CH:17]=[CH:18][CH:19]=3)[N:9]=2)[CH:5]=[C:4]([C:24]2[CH:29]=[CH:28][C:27]([C:30]([F:33])([F:32])[F:31])=[CH:26][CH:25]=2)[CH:3]=1.[CH:34]1([NH2:37])[CH2:36][CH2:35]1, predict the reaction product. The product is: [CH:34]1([NH:37][S:20]([C:16]2[CH:17]=[CH:18][CH:19]=[C:14]([C:10]3[N:9]=[C:8]([C:6]4[CH:5]=[C:4]([C:24]5[CH:25]=[CH:26][C:27]([C:30]([F:33])([F:31])[F:32])=[CH:28][CH:29]=5)[CH:3]=[C:2]([CH3:1])[N:7]=4)[CH:13]=[CH:12][CH:11]=3)[CH:15]=2)(=[O:21])=[O:22])[CH2:36][CH2:35]1. (4) The product is: [O:29]=[C:25]1[C:3]2[C:7]([C:6]([O:5][CH3:4])=[O:11])=[CH:8][CH:9]=[CH:10][C:2]=2[NH:1][CH:12]([C:13]2[CH:18]=[CH:17][CH:16]=[CH:15][CH:14]=2)[CH:26]1[C:27]1[CH:9]=[CH:10][CH:2]=[CH:3][CH:4]=1.[O:21]=[C:20]1[C:10]2[C:26]([C:25]([O:29][CH2:30][CH3:31])=[O:28])=[CH:27][CH:4]=[CH:3][C:2]=2[NH:1][CH:12]([C:13]2[CH:18]=[CH:17][CH:16]=[CH:15][CH:14]=2)[CH:4]1[C:3]1[CH:2]=[CH:10][CH:9]=[CH:8][CH:7]=1. Given the reactants [NH2:1][C:2]1[CH:10]=[CH:9][CH:8]=[C:7]2[C:3]=1[CH2:4][O:5][C:6]2=[O:11].[CH:12](=O)[C:13]1[CH:18]=[CH:17][CH:16]=[CH:15][CH:14]=1.[CH3:20][O-:21].[Na+].CO.[C:25]([O:29][CH2:30][CH3:31])(=[O:28])[CH2:26][CH3:27], predict the reaction product. (5) Given the reactants [Cl:1][C:2]1[C:3]([CH3:33])=[C:4]([CH2:8][N:9]2[C:14]3[N:15]=[C:16]([N:18]4[CH2:23][CH2:22][O:21][CH2:20][CH2:19]4)[S:17][C:13]=3[C:12](=[O:24])[N:11]=[C:10]2[CH2:25][S:26][C:27]2[CH:32]=[CH:31][CH:30]=[CH:29][CH:28]=2)[CH:5]=[CH:6][CH:7]=1.B1([O-])OO1.[OH2:38].[OH2:39].O.O.[Na+], predict the reaction product. The product is: [Cl:1][C:2]1[C:3]([CH3:33])=[C:4]([CH2:8][N:9]2[C:14]3[N:15]=[C:16]([N:18]4[CH2:23][CH2:22][O:21][CH2:20][CH2:19]4)[S:17][C:13]=3[C:12](=[O:24])[N:11]=[C:10]2[CH2:25][S:26]([C:27]2[CH:32]=[CH:31][CH:30]=[CH:29][CH:28]=2)(=[O:39])=[O:38])[CH:5]=[CH:6][CH:7]=1.